Predict the reactants needed to synthesize the given product. From a dataset of Full USPTO retrosynthesis dataset with 1.9M reactions from patents (1976-2016). Given the product [CH3:16][N:7]1[C:8]2[S:14][CH:13]=[C:12]([CH3:15])[C:9]=2[C:10](=[O:11])[N:5]([CH2:4][CH2:3][CH2:2][O:1][CH:38]2[CH2:37][CH2:36][CH2:35][CH2:40][O:39]2)[C:6]1=[O:17], predict the reactants needed to synthesize it. The reactants are: [OH:1][CH2:2][CH2:3][CH2:4][N:5]1[C:10](=[O:11])[C:9]2[C:12]([CH3:15])=[CH:13][S:14][C:8]=2[N:7]([CH3:16])[C:6]1=[O:17].CC1C=CC(S([O-])(=O)=O)=CC=1.C1C=C[NH+]=CC=1.[CH2:35]1[CH2:40][O:39][CH:38]=[CH:37][CH2:36]1.O.